The task is: Binary Classification. Given a drug SMILES string, predict its activity (active/inactive) in a high-throughput screening assay against a specified biological target.. This data is from Orexin1 receptor HTS with 218,158 compounds and 233 confirmed actives. (1) The drug is o1c(/C=C(\NC(=O)c2ccc(cc2)C)C(=O)NC(C)(C)C)ccc1c1cc([N+]([O-])=O)ccc1. The result is 1 (active). (2) The drug is o1c(C/2=NN=CC2=N\Nc2cc(ccc2)C)ccc1. The result is 0 (inactive). (3) The compound is Fc1ccc(C(=O)N2CCC(CC2)C(=O)Nc2ncc(cc2)C)cc1. The result is 0 (inactive). (4) The molecule is Clc1c(/C=C\C(=O)Nc2n(nc(c2)C)c2[nH]c3c(n2)cccc3)cccc1. The result is 0 (inactive). (5) The result is 0 (inactive). The drug is OCCC1N(CCN(C1)Cc1cc(c(OC)cc1)Cn1nccc1)CCC(C)C. (6) The drug is S(=O)(=O)(N(CC)CC)c1c(ccc(NC(=O)c2cc([N+]([O-])=O)c(n3ncnc3)cc2)c1)C. The result is 0 (inactive). (7) The drug is S(=O)(=O)(N1CCOCC1)c1ccc(cc1)C(=O)Nc1sc2c(n1)c(OC)ccc2. The result is 0 (inactive). (8) The compound is Fc1cc2c(n(c3nc4c(nc23)cccc4)C)cc1. The result is 1 (active). (9) The molecule is O=C1C2(CN(CC1(CN(C2)CC=C)c1ccccc1)CC=C)c1ccccc1. The result is 0 (inactive). (10) The result is 0 (inactive). The compound is S(c1n2nc(nc2nc(c1)C)C)Cc1ccc(cc1)C=C.